This data is from Peptide-MHC class I binding affinity with 185,985 pairs from IEDB/IMGT. The task is: Regression. Given a peptide amino acid sequence and an MHC pseudo amino acid sequence, predict their binding affinity value. This is MHC class I binding data. (1) The peptide sequence is KEKGGLEGM. The MHC is HLA-A32:01 with pseudo-sequence HLA-A32:01. The binding affinity (normalized) is 0. (2) The peptide sequence is TQVPFCSHHF. The MHC is HLA-B15:01 with pseudo-sequence HLA-B15:01. The binding affinity (normalized) is 0.920. (3) The binding affinity (normalized) is 0.0847. The MHC is HLA-A02:11 with pseudo-sequence HLA-A02:11. The peptide sequence is DFISMYFPW. (4) The peptide sequence is YQYPRDTHY. The MHC is HLA-B39:01 with pseudo-sequence HLA-B39:01. The binding affinity (normalized) is 0.0847. (5) The peptide sequence is PTIEDDKIV. The MHC is HLA-A02:01 with pseudo-sequence HLA-A02:01. The binding affinity (normalized) is 0.